From a dataset of Full USPTO retrosynthesis dataset with 1.9M reactions from patents (1976-2016). Predict the reactants needed to synthesize the given product. (1) Given the product [Cl:25][C:26]1[C:30]([CH:31]=[O:32])=[CH:29][NH:28][C:27]=1[C:33]([NH:36][CH2:37][C:38]1[CH:43]=[CH:42][C:41]([Cl:44])=[C:40]([O:45][C:46]2[CH:47]=[C:48]([C:49]#[N:50])[CH:51]=[C:52]([Cl:54])[CH:53]=2)[C:39]=1[F:55])=[O:35], predict the reactants needed to synthesize it. The reactants are: CN(C(ON1N=NC2C=CC=NC1=2)=[N+](C)C)C.F[P-](F)(F)(F)(F)F.[Cl:25][C:26]1[C:30]([CH:31]=[O:32])=[CH:29][NH:28][C:27]=1[C:33]([OH:35])=O.[NH2:36][CH2:37][C:38]1[C:39]([F:55])=[C:40]([O:45][C:46]2[CH:47]=[C:48]([CH:51]=[C:52]([Cl:54])[CH:53]=2)[C:49]#[N:50])[C:41]([Cl:44])=[CH:42][CH:43]=1.CCN(C(C)C)C(C)C. (2) Given the product [CH3:1][O:2][C:3]([C:4]1[CH:9]=[CH:8][C:7]2[N:10]([CH2:11][CH:12]3[CH2:17][CH2:16][CH2:15][CH2:14][CH2:13]3)[C:19]([CH2:20][C:21]3[S:22][CH:23]=[CH:24][CH:25]=3)=[N:18][C:6]=2[CH:5]=1)=[O:27], predict the reactants needed to synthesize it. The reactants are: [CH3:1][O:2][C:3](=[O:27])[C:4]1[CH:9]=[CH:8][C:7]([NH:10][CH2:11][CH:12]2[CH2:17][CH2:16][CH2:15][CH2:14][CH2:13]2)=[C:6]([NH:18][C:19](=O)[CH2:20][C:21]2[S:22][CH:23]=[CH:24][CH:25]=2)[CH:5]=1.Cl. (3) Given the product [NH2:1][C:2]1[CH:7]=[CH:6][CH:5]=[C:4]2[C:3]=1[N:9]=[C:21]1[C:22](=[N:8]2)[C:23]2[CH:10]=[CH:11][CH:12]=[CH:13][C:14]=2[C:15]2[CH:16]=[CH:17][CH:18]=[CH:19][C:20]1=2, predict the reactants needed to synthesize it. The reactants are: [NH2:1][C:2]1[CH:7]=[CH:6][CH:5]=[C:4]([NH2:8])[C:3]=1[NH2:9].[CH:10]1[C:23]2[C:22](=O)[C:21](=O)[C:20]3[C:15](=[CH:16][CH:17]=[CH:18][CH:19]=3)[C:14]=2[CH:13]=[CH:12][CH:11]=1.C(O)(=O)C. (4) Given the product [O:22]([C:29]1[CH:30]=[C:31]([CH2:35][C:36]([NH:7][C:8]2[CH:9]=[C:10]([CH:19]=[CH:20][CH:21]=2)[CH2:11][N:12]2[C:16](=[O:17])[CH2:15][S:14][C:13]2=[O:18])=[O:37])[CH:32]=[CH:33][CH:34]=1)[C:23]1[CH:24]=[CH:25][CH:26]=[CH:27][CH:28]=1, predict the reactants needed to synthesize it. The reactants are: P(Cl)(Cl)(Cl)=O.Cl.[NH2:7][C:8]1[CH:9]=[C:10]([CH:19]=[CH:20][CH:21]=1)[CH2:11][N:12]1[C:16](=[O:17])[CH2:15][S:14][C:13]1=[O:18].[O:22]([C:29]1[CH:30]=[C:31]([CH2:35][C:36](O)=[O:37])[CH:32]=[CH:33][CH:34]=1)[C:23]1[CH:28]=[CH:27][CH:26]=[CH:25][CH:24]=1.N1C=CC=CC=1.Cl. (5) Given the product [CH2:1]([O:3][C:4]([C:6]1[N:7]([CH3:14])[CH:8]=[C:9]([NH:11][C:45]([C:22]2[N:21]([CH3:20])[CH:25]=[C:24]([NH:26][C:27]([O:29][CH2:30][CH2:31][S:32]([C:35]3[CH:40]=[CH:39][C:38]([C:41]([F:44])([F:42])[F:43])=[CH:37][CH:36]=3)(=[O:34])=[O:33])=[O:28])[CH:23]=2)=[O:46])[N:10]=1)=[O:5])[CH3:2], predict the reactants needed to synthesize it. The reactants are: [CH2:1]([O:3][C:4]([C:6]1[N:7]([CH3:14])[CH:8]=[C:9]([N+:11]([O-])=O)[N:10]=1)=[O:5])[CH3:2].N1C=CN=C1.[CH3:20][N:21]1[CH:25]=[C:24]([NH:26][C:27]([O:29][CH2:30][CH2:31][S:32]([C:35]2[CH:40]=[CH:39][C:38]([C:41]([F:44])([F:43])[F:42])=[CH:37][CH:36]=2)(=[O:34])=[O:33])=[O:28])[CH:23]=[C:22]1[C:45](O)=[O:46].C1CN([P+](Br)(N2CCCC2)N2CCCC2)CC1.F[P-](F)(F)(F)(F)F.CCN(C(C)C)C(C)C. (6) Given the product [C:69]([N:65]1[C@H:62]2[C@H:61]([N:60]([C:58]([C@@H:57]([NH:56][C:51](=[O:53])[C:50]3[CH:49]=[CH:48][C:47]([C:43]([CH3:44])([CH3:45])[CH3:46])=[CH:55][CH:54]=3)[CH2:77][CH:78]([CH3:80])[CH3:79])=[O:59])[CH2:64][CH2:63]2)[C@@H:67]([OH:68])[CH2:66]1)(=[O:76])[C:70]1[CH:75]=[CH:74][CH:73]=[CH:72][CH:71]=1, predict the reactants needed to synthesize it. The reactants are: CN1CCOCC1.CN(C(ON1N=NC2C=CC=CC1=2)=[N+](C)C)C.F[P-](F)(F)(F)(F)F.O.ON1C2C=CC=CC=2N=N1.[C:43]([C:47]1[CH:55]=[CH:54][C:50]([C:51]([OH:53])=O)=[CH:49][CH:48]=1)([CH3:46])([CH3:45])[CH3:44].[NH2:56][C@@H:57]([CH2:77][CH:78]([CH3:80])[CH3:79])[C:58]([N:60]1[CH2:64][CH2:63][C@H:62]2[N:65]([C:69](=[O:76])[C:70]3[CH:75]=[CH:74][CH:73]=[CH:72][CH:71]=3)[CH2:66][C@H:67]([OH:68])[C@@H:61]12)=[O:59]. (7) Given the product [CH2:7]([O:14][NH:15][C:1](=[O:4])[CH:2]=[CH2:3])[C:8]1[CH:13]=[CH:12][CH:11]=[CH:10][CH:9]=1, predict the reactants needed to synthesize it. The reactants are: [C:1](Cl)(=[O:4])[CH:2]=[CH2:3].Cl.[CH2:7]([O:14][NH2:15])[C:8]1[CH:13]=[CH:12][CH:11]=[CH:10][CH:9]=1.C(N(CC)C(C)C)(C)C.O. (8) The reactants are: [Br:1][C:2]1[CH:10]=[C:9]([OH:11])[CH:8]=[C:7]2[C:3]=1[CH2:4][NH:5][C:6]2=[O:12].C([O-])([O-])=O.[Cs+].[Cs+].Br[CH2:20][C:21]([O:23][C:24]([CH3:27])([CH3:26])[CH3:25])=[O:22]. Given the product [C:24]([O:23][C:21](=[O:22])[CH2:20][O:11][C:9]1[CH:8]=[C:7]2[C:3](=[C:2]([Br:1])[CH:10]=1)[CH2:4][NH:5][C:6]2=[O:12])([CH3:27])([CH3:26])[CH3:25], predict the reactants needed to synthesize it.